From a dataset of Reaction yield outcomes from USPTO patents with 853,638 reactions. Predict the reaction yield, written as a fraction of the theoretical maximum amount of product (1.0 means a 100% yield; for example, 0.34 means a 34% yield). (1) The reactants are O(S(C(F)(F)F)(=O)=O)S(C(F)(F)F)(=O)=O.[CH2:16]([O:23][N:24]1[C:30](=[O:31])[N:29]2[CH2:32][C@H:25]1[CH2:26][CH2:27][C@H:28]2[C:33]([NH:35][NH:36][C:37](=[O:49])[CH2:38][CH2:39][N:40]([CH3:48])[C:41](=[O:47])[O:42][C:43]([CH3:46])([CH3:45])[CH3:44])=O)[C:17]1[CH:22]=[CH:21][CH:20]=[CH:19][CH:18]=1.N1C=CC=CC=1.C([O-])(O)=O.[Na+]. The catalyst is C(Cl)Cl. The product is [CH2:16]([O:23][N:24]1[C:30](=[O:31])[N:29]2[CH2:32][C@H:25]1[CH2:26][CH2:27][C@H:28]2[C:33]1[O:49][C:37]([CH2:38][CH2:39][N:40]([CH3:48])[C:41](=[O:47])[O:42][C:43]([CH3:44])([CH3:45])[CH3:46])=[N:36][N:35]=1)[C:17]1[CH:22]=[CH:21][CH:20]=[CH:19][CH:18]=1. The yield is 0.510. (2) The reactants are [F:1][C:2]1[CH:17]=[CH:16][C:5]([O:6][CH2:7][C:8]2[N:13]=[CH:12][C:11]([CH:14]=O)=[CH:10][CH:9]=2)=[CH:4][CH:3]=1.[N+:18]([CH3:21])([O-:20])=[O:19].C([O-])(=O)C.[NH4+].[BH4-].[Na+]. The catalyst is O.C(O)(=O)C.CS(C)=O.C(OCC)(=O)C. The product is [F:1][C:2]1[CH:17]=[CH:16][C:5]([O:6][CH2:7][C:8]2[CH:9]=[CH:10][C:11]([CH2:14][CH2:21][N+:18]([O-:20])=[O:19])=[CH:12][N:13]=2)=[CH:4][CH:3]=1. The yield is 0.0838. (3) The reactants are [Cl:1][C:2]1[C:3]([C:10]2[S:14][C:13]([NH:15][C:16]3[CH:21]=[CH:20][C:19](F)=[CH:18][CH:17]=3)=[N:12][N:11]=2)=[N:4][C:5](SC)=[N:6][CH:7]=1.OOS([O-])=O.[K+].[NH2:29][CH2:30][CH2:31][N:32]1[C:36]([CH3:38])([CH3:37])[C:35](=[O:39])[NH:34][C:33]1=[O:40].C(N(C(C)C)CC)(C)C. The catalyst is CC(C)=O.O.CC(O)C. The product is [Cl:1][C:2]1[C:3]([C:10]2[S:14][C:13]([NH:15][C:16]3[CH:21]=[CH:20][CH:19]=[CH:18][CH:17]=3)=[N:12][N:11]=2)=[N:4][C:5]([NH:29][CH2:30][CH2:31][N:32]2[C:36]([CH3:37])([CH3:38])[C:35](=[O:39])[NH:34][C:33]2=[O:40])=[N:6][CH:7]=1. The yield is 0.670. (4) The reactants are Br[C:2]1[N:7]=[N:6][C:5]([NH2:8])=[N:4][C:3]=1[C:9]1[CH:14]=[CH:13][CH:12]=[CH:11][CH:10]=1.[NH2:15][C:16]1[CH:17]=[C:18]([OH:22])[CH:19]=[CH:20][CH:21]=1. No catalyst specified. The product is [NH2:15][C:16]1[CH:17]=[C:18]([CH:19]=[CH:20][CH:21]=1)[O:22][C:2]1[N:7]=[N:6][C:5]([NH2:8])=[N:4][C:3]=1[C:9]1[CH:14]=[CH:13][CH:12]=[CH:11][CH:10]=1. The yield is 0.0800.